From a dataset of CYP2D6 inhibition data for predicting drug metabolism from PubChem BioAssay. Regression/Classification. Given a drug SMILES string, predict its absorption, distribution, metabolism, or excretion properties. Task type varies by dataset: regression for continuous measurements (e.g., permeability, clearance, half-life) or binary classification for categorical outcomes (e.g., BBB penetration, CYP inhibition). Dataset: cyp2d6_veith. (1) The molecule is Cc1ccc(C(=O)NC2CCCCCC2)cc1N1CCCC1=O. The result is 0 (non-inhibitor). (2) The drug is CCOC(=O)CCc1c(C)nc2ncnn2c1C. The result is 0 (non-inhibitor). (3) The drug is C=C[C@H]1CN2CC[C@@H]1C[C@H]2[C@@H](O)c1ccnc2ccc(OC)cc12.Cl.O. The result is 1 (inhibitor). (4) The drug is Cc1nc(N/N=C/c2ccccc2)nc(N(C)c2ccccc2)c1[N+](=O)[O-]. The result is 0 (non-inhibitor). (5) The result is 0 (non-inhibitor). The molecule is Cn1c(=O)c(-c2ccc(F)c(F)c2)nc2cncnc21. (6) The molecule is CCN(CC)C(=O)COc1ccc(S(=O)(=O)N2CCOCC2)cc1. The result is 0 (non-inhibitor).